Dataset: Peptide-MHC class II binding affinity with 134,281 pairs from IEDB. Task: Regression. Given a peptide amino acid sequence and an MHC pseudo amino acid sequence, predict their binding affinity value. This is MHC class II binding data. (1) The peptide sequence is CGHGNKSSGPNELGRFKH. The MHC is DRB4_0101 with pseudo-sequence DRB4_0103. The binding affinity (normalized) is 0.0678. (2) The peptide sequence is AARLLSIRAMSTKFS. The MHC is DRB1_0405 with pseudo-sequence DRB1_0405. The binding affinity (normalized) is 0.676. (3) The peptide sequence is HLKRYYGRILHYLKA. The MHC is DRB3_0101 with pseudo-sequence DRB3_0101. The binding affinity (normalized) is 0.187. (4) The peptide sequence is VSKGEVNAQVNITME. The MHC is DRB1_0101 with pseudo-sequence DRB1_0101. The binding affinity (normalized) is 0.675. (5) The peptide sequence is ATSLDTMAQMNQAFR. The MHC is DRB1_0401 with pseudo-sequence DRB1_0401. The binding affinity (normalized) is 0.304. (6) The peptide sequence is WKSDMSKLLNLKSDL. The MHC is DRB1_0301 with pseudo-sequence DRB1_0301. The binding affinity (normalized) is 0.550. (7) The peptide sequence is NRQLYPEWTEAQRLD. The MHC is DRB4_0101 with pseudo-sequence DRB4_0103. The binding affinity (normalized) is 0.228. (8) The peptide sequence is LYKLHGGHVSCRVKL. The MHC is DRB1_0401 with pseudo-sequence DRB1_0401. The binding affinity (normalized) is 0.120. (9) The peptide sequence is KSSKPLVGPFNFRFMSKGGM. The MHC is DRB1_0901 with pseudo-sequence DRB1_0901. The binding affinity (normalized) is 0.669.